Task: Predict the product of the given reaction.. Dataset: Forward reaction prediction with 1.9M reactions from USPTO patents (1976-2016) (1) Given the reactants [C:1]([O:5][C:6]([NH:8][C@@H:9]1[CH:14]([OH:15])[CH2:13][CH2:12][N:11]([C:16]([O:18][CH2:19][C:20]2[CH:25]=[CH:24][CH:23]=[CH:22][CH:21]=2)=[O:17])[CH2:10]1)=[O:7])([CH3:4])([CH3:3])[CH3:2].N1C=CN=C1.[CH3:31][C:32]([Si:35](Cl)([CH3:37])[CH3:36])([CH3:34])[CH3:33], predict the reaction product. The product is: [C:1]([O:5][C:6]([NH:8][C@@H:9]1[C@@H:14]([O:15][Si:35]([C:32]([CH3:34])([CH3:33])[CH3:31])([CH3:37])[CH3:36])[CH2:13][CH2:12][N:11]([C:16]([O:18][CH2:19][C:20]2[CH:25]=[CH:24][CH:23]=[CH:22][CH:21]=2)=[O:17])[CH2:10]1)=[O:7])([CH3:4])([CH3:2])[CH3:3]. (2) Given the reactants [Cl:1][C:2]1[CH:7]=[CH:6][C:5]([I:8])=[CH:4][C:3]=1[CH2:9][C:10]1[CH:15]=[CH:14][C:13]([O:16]C)=[CH:12][CH:11]=1.B(Br)(Br)Br, predict the reaction product. The product is: [Cl:1][C:2]1[CH:7]=[CH:6][C:5]([I:8])=[CH:4][C:3]=1[CH2:9][C:10]1[CH:11]=[CH:12][C:13]([OH:16])=[CH:14][CH:15]=1. (3) Given the reactants [H-].[Na+].[C:3]1([OH:9])[CH:8]=[CH:7][CH:6]=[CH:5][CH:4]=1.Cl[C:11]1[C:16]([N+:17]([O-:19])=[O:18])=[C:15]([NH:20][CH2:21][CH2:22][CH2:23][CH2:24][CH2:25][OH:26])[C:14]([CH3:27])=[C:13]([CH3:28])[N:12]=1.O, predict the reaction product. The product is: [CH3:28][C:13]1[C:14]([CH3:27])=[C:15]([NH:20][CH2:21][CH2:22][CH2:23][CH2:24][CH2:25][OH:26])[C:16]([N+:17]([O-:19])=[O:18])=[C:11]([O:9][C:3]2[CH:8]=[CH:7][CH:6]=[CH:5][CH:4]=2)[N:12]=1. (4) The product is: [CH2:11]([P:14]([C:2]1[CH:8]=[CH:7][C:5]([NH2:6])=[C:4]([O:9][CH3:10])[CH:3]=1)([CH2:15][CH2:16][CH3:17])=[O:18])[CH2:12][CH3:13]. Given the reactants Br[C:2]1[CH:8]=[CH:7][C:5]([NH2:6])=[C:4]([O:9][CH3:10])[CH:3]=1.[CH2:11]([PH:14](=[O:18])[CH2:15][CH2:16][CH3:17])[CH2:12][CH3:13].CC1(C)C2C(=C(P(C3C=CC=CC=3)C3C=CC=CC=3)C=CC=2)OC2C(P(C3C=CC=CC=3)C3C=CC=CC=3)=CC=CC1=2.P([O-])([O-])([O-])=O.[K+].[K+].[K+], predict the reaction product.